Dataset: Catalyst prediction with 721,799 reactions and 888 catalyst types from USPTO. Task: Predict which catalyst facilitates the given reaction. Reactant: Cl.Cl.[N:3]1[CH:8]=[CH:7][CH:6]=[N:5][C:4]=1[N:9]1[CH2:14][CH2:13][NH:12][CH2:11][CH2:10]1.Cl[C:16]1[N:17]=[C:18]([N:27]2[CH2:32][CH2:31][O:30][CH2:29][CH2:28]2)[C:19]2[S:24][C:23]([CH:25]=O)=[CH:22][C:20]=2[N:21]=1.C([N:35]([CH2:38][CH3:39])[CH2:36][CH3:37])C.C(O[BH-](O[C:50](=O)[CH3:51])OC(=O)C)(=O)C.[Na+].Cl[CH2:55][CH2:56]Cl. Product: [NH:35]1[C:36]2[C:37](=[C:55]([C:16]3[N:17]=[C:18]([N:27]4[CH2:32][CH2:31][O:30][CH2:29][CH2:28]4)[C:19]4[S:24][C:23]([CH2:25][N:12]5[CH2:13][CH2:14][N:9]([C:4]6[N:5]=[CH:6][CH:7]=[CH:8][N:3]=6)[CH2:10][CH2:11]5)=[CH:22][C:20]=4[N:21]=3)[CH:56]=[CH:50][CH:51]=2)[CH:39]=[CH:38]1. The catalyst class is: 411.